Dataset: Forward reaction prediction with 1.9M reactions from USPTO patents (1976-2016). Task: Predict the product of the given reaction. (1) Given the reactants [CH2:1]([O:5][C:6]1[N:14]=[C:13]2[C:9]([N:10]=[C:11]([O:24]C)[N:12]2[CH2:15][CH2:16][CH2:17][CH:18]2[CH2:23][CH2:22][CH2:21][CH2:20][NH:19]2)=[C:8]([NH2:26])[N:7]=1)[CH2:2][CH2:3][CH3:4].I[CH2:28][CH:29]([CH3:31])[CH3:30], predict the reaction product. The product is: [NH2:26][C:8]1[N:7]=[C:6]([O:5][CH2:1][CH2:2][CH2:3][CH3:4])[N:14]=[C:13]2[C:9]=1[NH:10][C:11](=[O:24])[N:12]2[CH2:15][CH2:16][CH2:17][CH:18]1[CH2:23][CH2:22][CH2:21][CH2:20][N:19]1[CH2:28][CH:29]([CH3:31])[CH3:30]. (2) Given the reactants [CH2:1]([O:3][C:4](=[O:33])[CH2:5][N:6]([C:12]1[CH:17]=[C:16]([Cl:18])[C:15]([O:19][C:20]2[CH:25]=[CH:24][C:23]([O:26]C)=[C:22]([CH:28]([CH2:30][CH3:31])[CH3:29])[CH:21]=2)=[C:14]([Cl:32])[CH:13]=1)[C:7]([O:9][CH2:10][CH3:11])=[O:8])[CH3:2].B(Br)(Br)Br, predict the reaction product. The product is: [CH2:1]([O:3][C:4](=[O:33])[CH2:5][N:6]([C:12]1[CH:17]=[C:16]([Cl:18])[C:15]([O:19][C:20]2[CH:25]=[CH:24][C:23]([OH:26])=[C:22]([CH:28]([CH2:30][CH3:31])[CH3:29])[CH:21]=2)=[C:14]([Cl:32])[CH:13]=1)[C:7]([O:9][CH2:10][CH3:11])=[O:8])[CH3:2]. (3) Given the reactants Cl[C:2]1[N:7]=[C:6]([C:8]2[CH:13]=[CH:12][C:11]([F:14])=[CH:10][C:9]=2[O:15][CH3:16])[C:5]([F:17])=[CH:4][N:3]=1.[CH3:18][S:19][CH2:20][C:21]1[CH:22]=[C:23]([CH:25]=[C:26]([C:28]([F:31])([F:30])[F:29])[CH:27]=1)[NH2:24], predict the reaction product. The product is: [F:17][C:5]1[C:6]([C:8]2[CH:13]=[CH:12][C:11]([F:14])=[CH:10][C:9]=2[O:15][CH3:16])=[N:7][C:2]([NH:24][C:23]2[CH:25]=[C:26]([C:28]([F:29])([F:30])[F:31])[CH:27]=[C:21]([CH2:20][S:19][CH3:18])[CH:22]=2)=[N:3][CH:4]=1. (4) The product is: [CH3:46][C:36]1[CH:41]=[CH:40][C:39]([S:42]([O:19][CH2:18][C@H:2]([OH:1])[CH2:3][CH2:4][N:5]2[C:10](=[O:11])[CH:9]=[N:8][C:7]3[CH:12]=[CH:13][C:14]([O:16][CH3:17])=[N:15][C:6]2=3)(=[O:44])=[O:43])=[CH:38][CH:37]=1. Given the reactants [OH:1][C@@H:2]([CH2:18][OH:19])[CH2:3][CH2:4][N:5]1[C:10](=[O:11])[CH:9]=[N:8][C:7]2[CH:12]=[CH:13][C:14]([O:16][CH3:17])=[N:15][C:6]1=2.C(N(CC)CC)C.CN(C1C=CC=CN=1)C.[C:36]1([CH3:46])[CH:41]=[CH:40][C:39]([S:42](Cl)(=[O:44])=[O:43])=[CH:38][CH:37]=1, predict the reaction product.